From a dataset of NCI-60 drug combinations with 297,098 pairs across 59 cell lines. Regression. Given two drug SMILES strings and cell line genomic features, predict the synergy score measuring deviation from expected non-interaction effect. (1) Drug 1: B(C(CC(C)C)NC(=O)C(CC1=CC=CC=C1)NC(=O)C2=NC=CN=C2)(O)O. Drug 2: CC1C(C(CC(O1)OC2CC(CC3=C2C(=C4C(=C3O)C(=O)C5=CC=CC=C5C4=O)O)(C(=O)C)O)N)O. Cell line: 786-0. Synergy scores: CSS=51.7, Synergy_ZIP=0.685, Synergy_Bliss=-1.00, Synergy_Loewe=0.943, Synergy_HSA=2.78. (2) Drug 1: C(=O)(N)NO. Drug 2: COCCOC1=C(C=C2C(=C1)C(=NC=N2)NC3=CC=CC(=C3)C#C)OCCOC.Cl. Cell line: DU-145. Synergy scores: CSS=6.75, Synergy_ZIP=1.98, Synergy_Bliss=9.81, Synergy_Loewe=-4.62, Synergy_HSA=1.46. (3) Drug 1: CN(CC1=CN=C2C(=N1)C(=NC(=N2)N)N)C3=CC=C(C=C3)C(=O)NC(CCC(=O)O)C(=O)O. Drug 2: CC1=C(C(=CC=C1)Cl)NC(=O)C2=CN=C(S2)NC3=CC(=NC(=N3)C)N4CCN(CC4)CCO. Cell line: SK-OV-3. Synergy scores: CSS=50.2, Synergy_ZIP=-0.365, Synergy_Bliss=-1.64, Synergy_Loewe=-5.69, Synergy_HSA=-0.702. (4) Drug 1: CC1=CC2C(CCC3(C2CCC3(C(=O)C)OC(=O)C)C)C4(C1=CC(=O)CC4)C. Drug 2: CCCS(=O)(=O)NC1=C(C(=C(C=C1)F)C(=O)C2=CNC3=C2C=C(C=N3)C4=CC=C(C=C4)Cl)F. Cell line: U251. Synergy scores: CSS=8.63, Synergy_ZIP=-0.867, Synergy_Bliss=0.419, Synergy_Loewe=0.540, Synergy_HSA=0.530.